Dataset: Reaction yield outcomes from USPTO patents with 853,638 reactions. Task: Predict the reaction yield, written as a fraction of the theoretical maximum amount of product (1.0 means a 100% yield; for example, 0.34 means a 34% yield). The reactants are C(OC([NH:11]/[C:12](=[N:66]\C(OCC1C=CC=CC=1)=O)/[NH:13][C@H:14]([C:25]([NH:27][C@@H:28]([C:30]([NH:32][CH2:33][C@@H:34]([NH:42]/[C:43](/[NH:55]C(OCC1C=CC=CC=1)=O)=[N:44]\C(OCC1C=CC=CC=1)=O)[CH2:35][C:36]1[CH:41]=[CH:40][CH:39]=[CH:38][CH:37]=1)=[O:31])[CH3:29])=[O:26])[CH2:15][C:16]1[C:21]([CH3:22])=[CH:20][C:19]([OH:23])=[CH:18][C:17]=1[CH3:24])=O)C1C=CC=CC=1.Cl. The catalyst is CO.[Pd]. The product is [NH2:66][C:12](=[NH:11])[NH:13][C@H:14]([C:25]([NH:27][C@@H:28]([C:30]([NH:32][CH2:33][C@@H:34]([NH:42][C:43]([NH2:55])=[NH:44])[CH2:35][C:36]1[CH:37]=[CH:38][CH:39]=[CH:40][CH:41]=1)=[O:31])[CH3:29])=[O:26])[CH2:15][C:16]1[C:17]([CH3:24])=[CH:18][C:19]([OH:23])=[CH:20][C:21]=1[CH3:22]. The yield is 0.290.